Dataset: Full USPTO retrosynthesis dataset with 1.9M reactions from patents (1976-2016). Task: Predict the reactants needed to synthesize the given product. Given the product [NH2:8][C:7]1[C:6]([F:22])=[C:5]([OH:23])[CH:4]=[CH:3][C:2]=1[Cl:1], predict the reactants needed to synthesize it. The reactants are: [Cl:1][C:2]1[C:7]([NH:8]C([NH:8][C:7]2[C:2]([Cl:1])=[CH:3][CH:4]=[C:5]([O:23]C)[C:6]=2[F:22])=O)=[C:6]([F:22])[C:5]([O:23]C)=[CH:4][CH:3]=1.[OH-].[Na+].